From a dataset of Forward reaction prediction with 1.9M reactions from USPTO patents (1976-2016). Predict the product of the given reaction. (1) Given the reactants [Cl:1][C:2]1[CH:7]=[CH:6][C:5]([N:8]2[CH:12]=[C:11]([CH2:13][C:14]([OH:16])=O)[N:10]=[C:9]2[C:17]2[CH:22]=[CH:21][CH:20]=[CH:19][C:18]=2[O:23][CH3:24])=[CH:4][CH:3]=1.Cl.CN(C)CCCN=C=NCC.[F:37][C:38]1[CH:45]=[CH:44][C:41]([NH:42][CH3:43])=[CH:40][CH:39]=1, predict the reaction product. The product is: [Cl:1][C:2]1[CH:3]=[CH:4][C:5]([N:8]2[CH:12]=[C:11]([CH2:13][C:14]([N:42]([C:41]3[CH:44]=[CH:45][C:38]([F:37])=[CH:39][CH:40]=3)[CH3:43])=[O:16])[N:10]=[C:9]2[C:17]2[CH:22]=[CH:21][CH:20]=[CH:19][C:18]=2[O:23][CH3:24])=[CH:6][CH:7]=1. (2) Given the reactants BrCCBr.[CH3:5][O:6][C:7](=[O:16])[C:8]1[CH:13]=[CH:12][C:11]([CH2:14][Br:15])=[CH:10][CH:9]=1.S([C:27]#[N:28])(C1C=CC(C)=CC=1)(=O)=O, predict the reaction product. The product is: [CH3:5][O:6][C:7](=[O:16])[C:8]1[CH:13]=[CH:12][C:11]([CH2:14][Br:15])=[C:10]([C:27]#[N:28])[CH:9]=1. (3) Given the reactants [NH2:1][C:2]1[CH:7]=[C:6]([O:8][C:9]2[C:14]([F:15])=[CH:13][C:12]([NH:16][C:17]([C:19]3([C:22]([NH:24][C:25]4[CH:30]=[CH:29][C:28]([F:31])=[CH:27][CH:26]=4)=[O:23])[CH2:21][CH2:20]3)=[O:18])=[C:11]([F:32])[CH:10]=2)[N:5]=[CH:4][N:3]=1.C([N:35]([CH2:38]C)CC)C.ClC([O:43][C:44]1[CH:49]=CC=C[CH:45]=1)=O.[O:50]1CCCC1, predict the reaction product. The product is: [F:32][C:11]1[CH:10]=[C:9]([O:8][C:6]2[N:5]=[CH:4][N:3]=[C:2]([NH:1][C:38]([N:35]3[CH2:45][CH:44]([OH:43])[CH2:49]3)=[O:50])[CH:7]=2)[C:14]([F:15])=[CH:13][C:12]=1[NH:16][C:17]([C:19]1([C:22]([NH:24][C:25]2[CH:26]=[CH:27][C:28]([F:31])=[CH:29][CH:30]=2)=[O:23])[CH2:20][CH2:21]1)=[O:18]. (4) Given the reactants C[O:2][C:3]1[C:12]([C:13]2[O:14][CH:15]=[CH:16][N:17]=2)=[CH:11][C:10]2[N:9]=[CH:8][CH:7]=[N:6][C:5]=2[C:4]=1[C:18]([O:20]C)=[O:19].B(Br)(Br)Br.O, predict the reaction product. The product is: [OH:2][C:3]1[C:12]([C:13]2[O:14][CH:15]=[CH:16][N:17]=2)=[CH:11][C:10]2[N:9]=[CH:8][CH:7]=[N:6][C:5]=2[C:4]=1[C:18]([OH:20])=[O:19]. (5) Given the reactants [Si:1]([O:8][C@H:9]([C@@H:11]([OH:18])/[CH:12]=[CH:13]/[CH2:14][CH2:15][CH2:16][CH3:17])[CH3:10])([C:4]([CH3:7])([CH3:6])[CH3:5])([CH3:3])[CH3:2].[C:19]([Si:23]([CH3:36])([CH3:35])[O:24][C@@H:25](/[CH:29]=[CH:30]/[CH2:31][CH2:32][CH2:33][CH3:34])[C@@H:26]([OH:28])[CH3:27])([CH3:22])([CH3:21])[CH3:20], predict the reaction product. The product is: [C:4]([Si:1]([CH3:3])([CH3:2])[O:8][C@H:9]([C@@H:11]([OH:18])[CH2:12][CH2:13][CH2:14][CH2:15][CH2:16][CH3:17])[CH3:10])([CH3:5])([CH3:6])[CH3:7].[Si:23]([O:24][C@@H:25]([CH2:29][CH2:30][CH2:31][CH2:32][CH2:33][CH3:34])[C@@H:26]([OH:28])[CH3:27])([C:19]([CH3:22])([CH3:21])[CH3:20])([CH3:36])[CH3:35]. (6) Given the reactants Cl.[N:2]1[CH:7]=[CH:6][CH:5]=[CH:4][C:3]=1[CH2:8]Cl.[Cl:10][C:11]1[CH:12]=[C:13]([NH:18][C:19]2[C:28]3[C:23](=[CH:24][CH:25]=[CH:26][C:27]=3[O:29][CH2:30][C@H:31]([N:33]([CH3:38])[C:34](=[O:37])[CH2:35][OH:36])[CH3:32])[N:22]=[CH:21][N:20]=2)[CH:14]=[CH:15][C:16]=1[OH:17], predict the reaction product. The product is: [Cl:10][C:11]1[CH:12]=[C:13]([NH:18][C:19]2[C:28]3[C:23](=[CH:24][CH:25]=[CH:26][C:27]=3[O:29][CH2:30][C@H:31]([N:33]([CH3:38])[C:34](=[O:37])[CH2:35][OH:36])[CH3:32])[N:22]=[CH:21][N:20]=2)[CH:14]=[CH:15][C:16]=1[O:17][CH2:8][C:3]1[CH:4]=[CH:5][CH:6]=[CH:7][N:2]=1. (7) Given the reactants O.O.[Sn](Cl)Cl.[N+:6]([C:9]1[CH:34]=[CH:33][C:12]2[C:13](=[O:32])[C:14]3[CH:21]=[CH:20][C:19]([NH:22][C:23]4[CH:28]=[CH:27][C:26]([F:29])=[CH:25][C:24]=4[O:30][CH3:31])=[CH:18][C:15]=3[O:16][CH2:17][C:11]=2[CH:10]=1)([O-])=O, predict the reaction product. The product is: [NH2:6][C:9]1[CH:34]=[CH:33][C:12]2[C:13](=[O:32])[C:14]3[CH:21]=[CH:20][C:19]([NH:22][C:23]4[CH:28]=[CH:27][C:26]([F:29])=[CH:25][C:24]=4[O:30][CH3:31])=[CH:18][C:15]=3[O:16][CH2:17][C:11]=2[CH:10]=1. (8) Given the reactants [O:1]=[C:2]([N:28]1[CH2:33][CH2:32][CH2:31][CH2:30][CH2:29]1)[C@@H:3]([NH:20][C:21](=[O:27])[O:22][C:23]([CH3:26])([CH3:25])[CH3:24])[CH2:4][C:5]1[CH:10]=[CH:9][C:8](B2OC(C)(C)C(C)(C)O2)=[CH:7][CH:6]=1.Br[C:35](=[CH2:45])[CH2:36][CH2:37][C:38]([O:40][C:41]([CH3:44])([CH3:43])[CH3:42])=[O:39].C(=O)([O-])[O-].[K+].[K+], predict the reaction product. The product is: [C:23]([O:22][C:21]([NH:20][C@H:3]([C:2](=[O:1])[N:28]1[CH2:29][CH2:30][CH2:31][CH2:32][CH2:33]1)[CH2:4][C:5]1[CH:10]=[CH:9][C:8]([C:35](=[CH2:45])[CH2:36][CH2:37][C:38]([O:40][C:41]([CH3:44])([CH3:43])[CH3:42])=[O:39])=[CH:7][CH:6]=1)=[O:27])([CH3:26])([CH3:24])[CH3:25]. (9) Given the reactants [CH3:1][C:2]1[S:3][C:4]([C:10]2[CH:15]=[CH:14][CH:13]=[CH:12][CH:11]=2)=[C:5]([C:7]([OH:9])=O)[N:6]=1.C(Cl)(=O)C(Cl)=O.CN(C=O)C.[Cl:27][C:28]1[N:32]2[CH:33]=[CH:34][C:35]([C:37]([F:40])([F:39])[F:38])=[CH:36][C:31]2=[N:30][C:29]=1[CH2:41][C@@H:42]1[CH2:47][CH2:46][CH2:45][CH2:44][NH:43]1, predict the reaction product. The product is: [Cl:27][C:28]1[N:32]2[CH:33]=[CH:34][C:35]([C:37]([F:40])([F:39])[F:38])=[CH:36][C:31]2=[N:30][C:29]=1[CH2:41][C@@H:42]1[CH2:47][CH2:46][CH2:45][CH2:44][N:43]1[C:7]([C:5]1[N:6]=[C:2]([CH3:1])[S:3][C:4]=1[C:10]1[CH:15]=[CH:14][CH:13]=[CH:12][CH:11]=1)=[O:9]. (10) Given the reactants [CH3:1][N:2]([CH3:23])[C:3]1[CH:22]=[CH:21][C:6]([C:7]([N:9]2[C:18]3[C:13](=[CH:14][CH:15]=[CH:16][CH:17]=3)[C@H:12]([NH2:19])[CH2:11][C@@H:10]2[CH3:20])=[O:8])=[CH:5][CH:4]=1.[Cl:24][C:25]1[CH:30]=[CH:29][C:28](B(O)O)=[CH:27][CH:26]=1.N1C=CC=CC=1.C(OCC)(=O)C, predict the reaction product. The product is: [CH3:23][N:2]([CH3:1])[C:3]1[CH:4]=[CH:5][C:6]([C:7]([N:9]2[C:18]3[C:13](=[CH:14][CH:15]=[CH:16][CH:17]=3)[C@H:12]([NH:19][C:28]3[CH:29]=[CH:30][C:25]([Cl:24])=[CH:26][CH:27]=3)[CH2:11][C@@H:10]2[CH3:20])=[O:8])=[CH:21][CH:22]=1.